Dataset: Reaction yield outcomes from USPTO patents with 853,638 reactions. Task: Predict the reaction yield, written as a fraction of the theoretical maximum amount of product (1.0 means a 100% yield; for example, 0.34 means a 34% yield). (1) The reactants are ClC(Cl)(O[C:5](=[O:11])OC(Cl)(Cl)Cl)Cl.[CH3:13][C:14]1[N:19]=[CH:18][C:17]([C:20]2[CH:21]=[CH:22][C:23]3[N:29]4[CH2:30][C@H:26]([CH2:27][CH2:28]4)[NH:25][C:24]=3[N:31]=2)=[CH:16][CH:15]=1.CCN(C(C)C)C(C)C.[CH3:41][N:42]1[CH2:47][CH2:46][CH:45]([NH2:48])[CH2:44][CH2:43]1. The catalyst is O1CCCC1. The product is [CH3:41][N:42]1[CH2:47][CH2:46][CH:45]([NH:48][C:5]([N:25]2[C@@H:26]3[CH2:30][N:29]([CH2:28][CH2:27]3)[C:23]3[CH:22]=[CH:21][C:20]([C:17]4[CH:18]=[N:19][C:14]([CH3:13])=[CH:15][CH:16]=4)=[N:31][C:24]2=3)=[O:11])[CH2:44][CH2:43]1. The yield is 0.212. (2) The reactants are [Br:1][C:2]1[CH:7]=[C:6]([NH2:8])[C:5]([NH2:9])=[C:4]([CH3:10])[CH:3]=1.[CH:11](O)=O. No catalyst specified. The product is [Br:1][C:2]1[CH:3]=[C:4]([CH3:10])[C:5]2[NH:9][CH:11]=[N:8][C:6]=2[CH:7]=1. The yield is 0.970. (3) The reactants are [Cl:1][C:2]1[CH:3]=[C:4]([CH:6]=[CH:7][C:8]=1[O:9][C:10]1[C:19]2[C:14](=[CH:15][C:16]([O:22][CH3:23])=[C:17]([O:20][CH3:21])[CH:18]=2)[N:13]=[CH:12][N:11]=1)[NH2:5].C(N(CC)CC)C.ClC(Cl)(O[C:35](=[O:41])OC(Cl)(Cl)Cl)Cl.Cl.[NH2:44][C:45]1[S:46][C:47]([CH3:51])=[C:48]([CH3:50])[N:49]=1. The catalyst is C(Cl)(Cl)Cl.O. The product is [Cl:1][C:2]1[CH:3]=[C:4]([NH:5][C:35]([NH:44][C:45]2[S:46][C:47]([CH3:51])=[C:48]([CH3:50])[N:49]=2)=[O:41])[CH:6]=[CH:7][C:8]=1[O:9][C:10]1[C:19]2[C:14](=[CH:15][C:16]([O:22][CH3:23])=[C:17]([O:20][CH3:21])[CH:18]=2)[N:13]=[CH:12][N:11]=1. The yield is 0.680.